This data is from Forward reaction prediction with 1.9M reactions from USPTO patents (1976-2016). The task is: Predict the product of the given reaction. (1) Given the reactants [O:1]=[C:2]1[CH2:7][CH:6]2[CH2:8][CH2:9][CH:3]1[CH:4]=[C:5]2[C:10]([O:12][CH2:13][CH3:14])=[O:11], predict the reaction product. The product is: [O:1]=[C:2]1[CH2:7][CH:6]2[C:5]3([C:10]([O:12][CH2:13][CH3:14])=[O:11])[CH:3]([CH2:9][CH2:8]2)[CH:4]13. (2) Given the reactants C[O:2][C:3](=[O:32])[CH2:4][O:5][C:6]1[CH:11]=[C:10]([O:12][CH3:13])[C:9]([S:14][CH2:15][CH2:16][CH2:17][NH:18][C:19]2[CH:24]=[CH:23][C:22]([C:25]3[CH:30]=[CH:29][CH:28]=[CH:27][CH:26]=3)=[CH:21][N:20]=2)=[CH:8][C:7]=1[CH3:31].[CH:33](=O)[CH3:34].C(O[BH-](OC(=O)C)OC(=O)C)(=O)C.[Na+].ClC(Cl)C.Cl.C(=O)(O)[O-].[Na+], predict the reaction product. The product is: [CH2:33]([N:18]([C:19]1[CH:24]=[CH:23][C:22]([C:25]2[CH:30]=[CH:29][CH:28]=[CH:27][CH:26]=2)=[CH:21][N:20]=1)[CH2:17][CH2:16][CH2:15][S:14][C:9]1[C:10]([O:12][CH3:13])=[CH:11][C:6]([O:5][CH2:4][C:3]([OH:2])=[O:32])=[C:7]([CH3:31])[CH:8]=1)[CH3:34]. (3) Given the reactants [C:1]([C:5]1[N:6]=[C:7]([N:16]2[CH2:20][CH2:19][C:18]([F:22])([F:21])[CH2:17]2)[C:8]2[C:9](=[N:11][N:12]([CH2:14][CH3:15])[N:13]=2)[N:10]=1)([CH3:4])([CH3:3])[CH3:2].C(C1N=C(N2CCC(F)(F)C2)C2N=NNC=2N=1)(C)(C)C.BrCC1[CH:50]=[C:49]([F:51])[C:48]([F:52])=[CH:47][C:46]=1[Cl:53], predict the reaction product. The product is: [C:1]([C:5]1[N:6]=[C:7]([N:16]2[CH2:20][CH2:19][C:18]([F:21])([F:22])[CH2:17]2)[C:8]2[C:9](=[N:11][N:12]([CH2:14][C:15]3[CH:50]=[C:49]([F:51])[C:48]([F:52])=[CH:47][C:46]=3[Cl:53])[N:13]=2)[N:10]=1)([CH3:2])([CH3:3])[CH3:4]. (4) Given the reactants Cl[CH2:2][CH2:3][CH:4]([N:6]1[CH2:12][CH2:11][C:10]2[CH:13]=[CH:14][C:15]([C:17]3[N:21]([CH3:22])[N:20]=[C:19]([CH3:23])[CH:18]=3)=[CH:16][C:9]=2[CH2:8][CH2:7]1)[CH3:5].[CH3:24][N:25]1[C:29]([C:30]2[CH:39]=[CH:38][CH:37]=[C:36]3[C:31]=2[CH:32]=[CH:33][C:34]([CH3:40])=[N:35]3)=[N:28][NH:27][C:26]1=[S:41].[I-].[Na+].C(=O)([O-])[O-].[K+].[K+], predict the reaction product. The product is: [CH3:22][N:21]1[C:17]([C:15]2[CH:14]=[CH:13][C:10]3[CH2:11][CH2:12][N:6]([CH:4]([CH3:5])[CH2:3][CH2:2][S:41][C:26]4[N:25]([CH3:24])[C:29]([C:30]5[CH:39]=[CH:38][CH:37]=[C:36]6[C:31]=5[CH:32]=[CH:33][C:34]([CH3:40])=[N:35]6)=[N:28][N:27]=4)[CH2:7][CH2:8][C:9]=3[CH:16]=2)=[CH:18][C:19]([CH3:23])=[N:20]1. (5) Given the reactants [C:1]([C:3]1[CH:8]=[CH:7][C:6]([C@@H:9]2[C:14]([C:15]#[N:16])=[C:13]([CH3:17])[N:12]([C:18]3[CH:23]=[CH:22][CH:21]=[C:20]([C:24]([F:27])([F:26])[F:25])[CH:19]=3)[C:11](=[O:28])[N:10]2[CH3:29])=[C:5]([N+:30]([O-])=O)[CH:4]=1)#[N:2], predict the reaction product. The product is: [NH2:30][C:5]1[CH:4]=[C:3]([C:1]#[N:2])[CH:8]=[CH:7][C:6]=1[C@@H:9]1[C:14]([C:15]#[N:16])=[C:13]([CH3:17])[N:12]([C:18]2[CH:23]=[CH:22][CH:21]=[C:20]([C:24]([F:27])([F:26])[F:25])[CH:19]=2)[C:11](=[O:28])[N:10]1[CH3:29].